From a dataset of Reaction yield outcomes from USPTO patents with 853,638 reactions. Predict the reaction yield, written as a fraction of the theoretical maximum amount of product (1.0 means a 100% yield; for example, 0.34 means a 34% yield). (1) The yield is 0.408. The product is [C:1]([C:5]1[CH:18]=[CH:17][C:8]([C:9]2[O:14][CH2:13][C:12]([CH3:16])([CH3:15])[N:11]=2)=[CH:7][CH:6]=1)([CH3:4])([CH3:3])[CH3:2]. The catalyst is S(Cl)(Cl)=O. The reactants are [C:1]([C:5]1[CH:18]=[CH:17][C:8]([C:9]([NH:11][C:12]([CH3:16])([CH3:15])[CH2:13][OH:14])=O)=[CH:7][CH:6]=1)([CH3:4])([CH3:3])[CH3:2].CCOCC. (2) The reactants are C([O:3][C:4](=[O:26])[CH:5]=[CH:6][C:7]1[CH:12]=[CH:11][C:10]([C:13]#[C:14][C:15]2[CH:20]=[C:19]([C:21]([CH3:24])([CH3:23])[CH3:22])[CH:18]=[CH:17][C:16]=2[CH3:25])=[CH:9][CH:8]=1)C.[OH-].[K+]. The catalyst is C(O)C.O1CCCC1. The product is [C:21]([C:19]1[CH:18]=[CH:17][C:16]([CH3:25])=[C:15]([C:14]#[C:13][C:10]2[CH:11]=[CH:12][C:7]([CH:6]=[CH:5][C:4]([OH:26])=[O:3])=[CH:8][CH:9]=2)[CH:20]=1)([CH3:24])([CH3:23])[CH3:22]. The yield is 0.770. (3) The reactants are [Cl:1][C:2]1[CH:11]=[C:10]([O:12][CH2:13][CH3:14])[C:9]([N+:15]([O-])=O)=[CH:8][C:3]=1[C:4]([O:6][CH3:7])=[O:5]. The catalyst is CO.O1CCCC1.[Pt]. The product is [NH2:15][C:9]1[C:10]([O:12][CH2:13][CH3:14])=[CH:11][C:2]([Cl:1])=[C:3]([CH:8]=1)[C:4]([O:6][CH3:7])=[O:5]. The yield is 0.820.